Dataset: Catalyst prediction with 721,799 reactions and 888 catalyst types from USPTO. Task: Predict which catalyst facilitates the given reaction. (1) Reactant: [Cl:1][C:2]1[CH:3]=[CH:4][C:5]([CH3:21])=[C:6]([C:8](=[O:20])[CH2:9][CH2:10][N:11]([CH3:19])[C:12](=[O:18])[O:13][C:14]([CH3:17])([CH3:16])[CH3:15])[CH:7]=1.[BH4-].[Na+]. The catalyst class is: 5. Product: [Cl:1][C:2]1[CH:3]=[CH:4][C:5]([CH3:21])=[C:6]([CH:8]([OH:20])[CH2:9][CH2:10][N:11]([CH3:19])[C:12](=[O:18])[O:13][C:14]([CH3:17])([CH3:15])[CH3:16])[CH:7]=1. (2) Reactant: CC(C)([O-])C.[K+].[F:7][C:8]1[CH:13]=[CH:12][CH:11]=[CH:10][C:9]=1[N+:14]([O-:16])=[O:15].[CH2:17]([O:19][C:20](=[O:24])[CH:21](Cl)[CH3:22])[CH3:18]. Product: [F:7][C:8]1[CH:13]=[C:12]([CH:21]([CH3:22])[C:20]([O:19][CH2:17][CH3:18])=[O:24])[CH:11]=[CH:10][C:9]=1[N+:14]([O-:16])=[O:15]. The catalyst class is: 3. (3) Reactant: [CH2:1]([NH:3][C:4](=[O:19])[CH:5]([C:7]1[CH:12]=[CH:11][C:10]([CH:13]2[CH2:18][CH2:17][NH:16][CH2:15][CH2:14]2)=[CH:9][CH:8]=1)[CH3:6])[CH3:2].Br[C:21]1[CH:26]=[CH:25][C:24]([O:27][CH2:28][CH:29]2[CH2:31][CH2:30]2)=[CH:23][C:22]=1[O:32][CH3:33].C(=O)([O-])[O-].[K+].[K+].N1CCC[C@H]1C(O)=O. Product: [CH:29]1([CH2:28][O:27][C:24]2[CH:25]=[CH:26][C:21]([N:16]3[CH2:17][CH2:18][CH:13]([C:10]4[CH:11]=[CH:12][C:7]([CH:5]([CH3:6])[C:4]([NH:3][CH2:1][CH3:2])=[O:19])=[CH:8][CH:9]=4)[CH2:14][CH2:15]3)=[C:22]([O:32][CH3:33])[CH:23]=2)[CH2:30][CH2:31]1. The catalyst class is: 156. (4) Reactant: S(Cl)([Cl:3])=O.[CH2:5]([N:12]([CH2:16][C:17]1[N:18]=[CH:19][NH:20][CH:21]=1)[CH2:13][CH2:14]O)[C:6]1[CH:11]=[CH:10][CH:9]=[CH:8][CH:7]=1. Product: [CH2:5]([N:12]([CH2:13][CH2:14][Cl:3])[CH2:16][C:17]1[N:18]=[CH:19][NH:20][CH:21]=1)[C:6]1[CH:11]=[CH:10][CH:9]=[CH:8][CH:7]=1. The catalyst class is: 2. (5) Product: [I:1][C:2]1[CH:9]=[CH:8][CH:7]=[CH:6][C:3]=1[CH2:4][P:10](=[O:17])([O:14][CH2:15][CH3:16])[O:11][CH2:12][CH3:13]. The catalyst class is: 25. Reactant: [I:1][C:2]1[CH:9]=[CH:8][CH:7]=[CH:6][C:3]=1[CH2:4]Br.[P:10]([O:17]CC)([O:14][CH2:15][CH3:16])[O:11][CH2:12][CH3:13]. (6) Reactant: [NH:1]1[C:5]2[CH:6]=[CH:7][C:8]([C:10]3[S:11][C:12]4[C:17]([N:18]=3)=[CH:16][CH:15]=[C:14]([C:19]3([C:22]5[CH:27]=[CH:26][CH:25]=[CH:24][CH:23]=5)[CH2:21][CH2:20]3)[N:13]=4)=[CH:9][C:4]=2[N:3]=[CH:2]1.CN1CCCN2C1=NCCC2.[C:39]([O:43][CH2:44][CH3:45])(=[O:42])[CH:40]=[CH2:41]. Product: [C:22]1([C:19]2([C:14]3[N:13]=[C:12]4[S:11][C:10]([C:8]5[CH:7]=[CH:6][C:5]6[N:1]([CH2:41][CH2:40][C:39]([O:43][CH2:44][CH3:45])=[O:42])[CH:2]=[N:3][C:4]=6[CH:9]=5)=[N:18][C:17]4=[CH:16][CH:15]=3)[CH2:20][CH2:21]2)[CH:23]=[CH:24][CH:25]=[CH:26][CH:27]=1. The catalyst class is: 10. (7) Reactant: [NH2:1][C:2]1[CH:7]=[CH:6][C:5]([OH:8])=[CH:4][CH:3]=1.C1COCC1.[Cl:14][C:15]1[CH:20]=[C:19](Cl)[CH:18]=[CH:17][N:16]=1.O. Product: [Cl:14][C:15]1[CH:20]=[C:19]([O:8][C:5]2[CH:6]=[CH:7][C:2]([NH2:1])=[CH:3][CH:4]=2)[CH:18]=[CH:17][N:16]=1. The catalyst class is: 16.